From a dataset of Forward reaction prediction with 1.9M reactions from USPTO patents (1976-2016). Predict the product of the given reaction. (1) Given the reactants [C:1]([N:8]1[CH2:13][CH2:12][CH2:11][C@@H:10]([CH2:14][OH:15])[CH2:9]1)([O:3][C:4]([CH3:7])([CH3:6])[CH3:5])=[O:2].[CH3:16][S:17](O[S:17]([CH3:16])(=[O:19])=[O:18])(=[O:19])=[O:18], predict the reaction product. The product is: [C:1]([N:8]1[CH2:13][CH2:12][CH2:11][C@@H:10]([CH2:14][O:15][S:17]([CH3:16])(=[O:19])=[O:18])[CH2:9]1)([O:3][C:4]([CH3:7])([CH3:6])[CH3:5])=[O:2]. (2) Given the reactants [CH:1]1([N:6]([CH2:17][C:18]2[CH:19]=[N:20][C:21]([C:24]3[CH:29]=[CH:28][C:27]([C:30]([F:33])([F:32])[F:31])=[CH:26][CH:25]=3)=[N:22][CH:23]=2)[C:7]2[CH:16]=[CH:15][C:10]([C:11](OC)=[O:12])=[CH:9][N:8]=2)[CH2:5][CH2:4][CH2:3][CH2:2]1.[Li+].[OH-].Cl.CN(C(ON1N=NC2C=CC=NC1=2)=[N+](C)C)C.F[P-](F)(F)(F)(F)F.Cl.[NH2:62][CH2:63][CH2:64][C:65]([O:67][CH3:68])=[O:66].C(N(CC)C(C)C)(C)C, predict the reaction product. The product is: [CH:1]1([N:6]([CH2:17][C:18]2[CH:19]=[N:20][C:21]([C:24]3[CH:25]=[CH:26][C:27]([C:30]([F:31])([F:33])[F:32])=[CH:28][CH:29]=3)=[N:22][CH:23]=2)[C:7]2[CH:16]=[CH:15][C:10]([C:11]([NH:62][CH2:63][CH2:64][C:65]([O:67][CH3:68])=[O:66])=[O:12])=[CH:9][N:8]=2)[CH2:5][CH2:4][CH2:3][CH2:2]1.